From a dataset of Full USPTO retrosynthesis dataset with 1.9M reactions from patents (1976-2016). Predict the reactants needed to synthesize the given product. (1) Given the product [C:1]([O:5][C:6]([N:8]1[CH2:13][C@@H:12]([OH:11])[C@H:10]([F:14])[CH2:9]1)=[O:7])([CH3:4])([CH3:3])[CH3:2], predict the reactants needed to synthesize it. The reactants are: [C:1]([O:5][C:6]([N:8]1[CH2:13][CH:12]2[CH:10]([O:11]2)[CH2:9]1)=[O:7])([CH3:4])([CH3:3])[CH3:2].[FH:14].F.F.C(N(CC)CC)C.C([O-])([O-])=O.[Na+].[Na+]. (2) Given the product [CH3:1][N:2]([CH3:3])[C:36]([C:33]1[CH:34]=[C:35]2[C:27]([C:23]3[CH:24]=[N:25][CH:26]=[C:21]([NH:20][C@H:11]([CH:10]([CH3:39])[CH3:9])[C:12](=[O:19])[NH:13][CH2:14][C:15]([F:18])([F:16])[F:17])[CH:22]=3)=[CH:28][NH:29][C:30]2=[N:31][CH:32]=1)=[O:37], predict the reactants needed to synthesize it. The reactants are: [CH3:1][NH:2][CH3:3].C1COCC1.[CH3:9][CH:10]([CH3:39])[C@@H:11]([NH:20][C:21]1[CH:22]=[C:23]([C:27]2[C:35]3[C:30](=[N:31][CH:32]=[C:33]([C:36](O)=[O:37])[CH:34]=3)[NH:29][CH:28]=2)[CH:24]=[N:25][CH:26]=1)[C:12](=[O:19])[NH:13][CH2:14][C:15]([F:18])([F:17])[F:16].CCN(C(C)C)C(C)C.C(P1(=O)OP(=O)(CCC)OP(=O)(CCC)O1)CC.C1CN([P+](ON2N=NC3C=CC=CC2=3)(N2CCCC2)N2CCCC2)CC1.F[P-](F)(F)(F)(F)F.